The task is: Predict the product of the given reaction.. This data is from Forward reaction prediction with 1.9M reactions from USPTO patents (1976-2016). Given the reactants [CH3:1][C:2]1[CH:7]=[CH:6][C:5]([S:8]([NH:11][CH2:12][CH2:13][C:14]2[CH:15]=[CH:16][CH:17]=[C:18]3[C:22]=2[CH2:21][C:20]([CH3:23])=[CH:19]3)(=[O:10])=[O:9])=[CH:4][CH:3]=1.[C:24]([O-])([O-])=O.[Cs+].[Cs+].CI, predict the reaction product. The product is: [CH3:24][N:11]([CH2:12][CH2:13][C:14]1[CH:15]=[CH:16][CH:17]=[C:18]2[C:22]=1[CH2:21][C:20]([CH3:23])=[CH:19]2)[S:8]([C:5]1[CH:4]=[CH:3][C:2]([CH3:1])=[CH:7][CH:6]=1)(=[O:10])=[O:9].